From a dataset of Full USPTO retrosynthesis dataset with 1.9M reactions from patents (1976-2016). Predict the reactants needed to synthesize the given product. (1) Given the product [CH3:1][O:2][C:3]1[CH:4]=[C:5]2[C:10](=[CH:11][C:12]=1[O:13][CH3:14])[N:9]=[CH:8][CH:7]=[C:6]2[O:15][C:16]1[CH:22]=[CH:21][C:19]([NH:20][C:29](=[O:35])[O:28][CH2:26][CH:37]2[CH2:42][CH2:41][CH2:40][CH2:39][CH2:38]2)=[C:18]([CH3:23])[C:17]=1[CH3:24], predict the reactants needed to synthesize it. The reactants are: [CH3:1][O:2][C:3]1[CH:4]=[C:5]2[C:10](=[CH:11][C:12]=1[O:13][CH3:14])[N:9]=[CH:8][CH:7]=[C:6]2[O:15][C:16]1[CH:22]=[CH:21][C:19]([NH2:20])=[C:18]([CH3:23])[C:17]=1[CH3:24].Cl[C:26](Cl)([O:28][C:29](=[O:35])OC(Cl)(Cl)Cl)Cl.[CH:37]1(CO)[CH2:42][CH2:41][CH2:40][CH2:39][CH2:38]1.C(=O)(O)[O-].[Na+]. (2) Given the product [CH3:1][O:2][C:3]([C:5]1[CH2:9][CH2:8][CH:7]([C:15]#[N:17])[C:6]=1[C:11]([O:13][CH3:14])=[O:12])=[O:4], predict the reactants needed to synthesize it. The reactants are: [CH3:1][O:2][C:3]([C:5]1[CH2:9][CH2:8][CH:7](Br)[C:6]=1[C:11]([O:13][CH3:14])=[O:12])=[O:4].[C:15](#[N:17])C. (3) Given the product [F:1][C:2]1[CH:3]=[C:4]2[C:10]([C:11]#[N:13])=[N:9][N:8]([CH2:14][C:15]3[CH:20]=[CH:19][CH:18]=[CH:17][C:16]=3[F:21])[C:5]2=[N:6][CH:7]=1, predict the reactants needed to synthesize it. The reactants are: [F:1][C:2]1[CH:3]=[C:4]2[C:10]([C:11]([NH2:13])=O)=[N:9][N:8]([CH2:14][C:15]3[CH:20]=[CH:19][CH:18]=[CH:17][C:16]=3[F:21])[C:5]2=[N:6][CH:7]=1.P(Cl)(Cl)(Cl)=O. (4) Given the product [Cl:8][C:9]1[CH:14]=[C:13]([Cl:15])[CH:12]=[CH:11][C:10]=1[C:2]1[CH:7]=[CH:6][CH:5]=[CH:4][N:3]=1, predict the reactants needed to synthesize it. The reactants are: Br[C:2]1[CH:7]=[CH:6][CH:5]=[CH:4][N:3]=1.[Cl:8][C:9]1[CH:14]=[C:13]([Cl:15])[CH:12]=[CH:11][C:10]=1B(O)O.C([O-])([O-])=O.[K+].[K+]. (5) Given the product [Si:27]([O:26][CH2:25][CH2:24][C@@H:9]([C:4]1[CH:5]=[CH:6][C:7]([Cl:8])=[C:2]([Cl:1])[CH:3]=1)[CH2:10][NH:11][C:12](=[O:23])[C:13]1[CH:18]=[CH:17][CH:16]=[C:15]([C:19]#[N:20])[C:14]=1[O:21][CH3:22])([C:30]([CH3:33])([CH3:32])[CH3:31])([CH3:29])[CH3:28], predict the reactants needed to synthesize it. The reactants are: [Cl:1][C:2]1[CH:3]=[C:4]([C@H:9]([CH2:24][CH2:25][OH:26])[CH2:10][NH:11][C:12](=[O:23])[C:13]2[CH:18]=[CH:17][CH:16]=[C:15]([C:19]#[N:20])[C:14]=2[O:21][CH3:22])[CH:5]=[CH:6][C:7]=1[Cl:8].[Si:27](Cl)([C:30]([CH3:33])([CH3:32])[CH3:31])([CH3:29])[CH3:28].C(N(CC)CC)C. (6) Given the product [C:1]([O:5][C:6]([N:8]1[CH2:11][CH:10]([NH:12][C:13]2[CH:14]=[C:15]3[C:24](=[CH:25][C:26]=2[C:30]2[CH:35]=[CH:34][CH:33]=[CH:32][CH:31]=2)[O:23][CH2:22][C:21]2[N:16]3[CH:17]([CH3:29])[C:18](=[O:28])[NH:19][N:20]=2)[CH2:9]1)=[O:7])([CH3:4])([CH3:3])[CH3:2], predict the reactants needed to synthesize it. The reactants are: [C:1]([O:5][C:6]([N:8]1[CH2:11][CH:10]([NH:12][C:13]2[CH:14]=[C:15]3[C:24](=[CH:25][C:26]=2Br)[O:23][CH2:22][C:21]2[N:16]3[CH:17]([CH3:29])[C:18](=[O:28])[NH:19][N:20]=2)[CH2:9]1)=[O:7])([CH3:4])([CH3:3])[CH3:2].[C:30]1(B(O)O)[CH:35]=[CH:34][CH:33]=[CH:32][CH:31]=1.C([O-])([O-])=O.[K+].[K+]. (7) Given the product [NH2:42][C:32]1[C:31]2[C:36](=[C:27]([C:14]3[NH:13][C:12]4[C@@H:8]([CH3:7])[NH:9][C:10](=[O:25])[C:11]=4[CH:15]=3)[CH:28]=[CH:29][CH:30]=2)[N:35]=[C:34]([NH:37][C:38]([CH3:41])([CH3:40])[CH3:39])[N:33]=1, predict the reactants needed to synthesize it. The reactants are: C(=O)([O-])[O-].[K+].[K+].[CH3:7][C@@H:8]1[C:12]2[NH:13][C:14](B3OC(C)(C)C(C)(C)O3)=[CH:15][C:11]=2[C:10](=[O:25])[NH:9]1.Br[C:27]1[CH:28]=[CH:29][CH:30]=[C:31]2[C:36]=1[N:35]=[C:34]([NH:37][C:38]([CH3:41])([CH3:40])[CH3:39])[N:33]=[C:32]2[NH2:42].